Task: Regression. Given a peptide amino acid sequence and an MHC pseudo amino acid sequence, predict their binding affinity value. This is MHC class II binding data.. Dataset: Peptide-MHC class II binding affinity with 134,281 pairs from IEDB (1) The peptide sequence is VKDLKKIITRISAVS. The MHC is DRB1_0701 with pseudo-sequence DRB1_0701. The binding affinity (normalized) is 0.482. (2) The peptide sequence is TILKALGPAATLEEMMTA. The MHC is DRB1_1101 with pseudo-sequence DRB1_1101. The binding affinity (normalized) is 0.360. (3) The peptide sequence is DDKFLANVSTVLTGK. The MHC is DRB1_1101 with pseudo-sequence DRB1_1101. The binding affinity (normalized) is 0.622. (4) The peptide sequence is VQDPKFWELVDEERK. The MHC is DRB1_0701 with pseudo-sequence DRB1_0701. The binding affinity (normalized) is 0.293. (5) The peptide sequence is INEPTAMAIAYGLDR. The MHC is HLA-DQA10501-DQB10301 with pseudo-sequence HLA-DQA10501-DQB10301. The binding affinity (normalized) is 0.460. (6) The peptide sequence is YDKFLARVSTVLTGK. The MHC is DRB1_0405 with pseudo-sequence DRB1_0405. The binding affinity (normalized) is 0.652.